Task: Regression. Given two drug SMILES strings and cell line genomic features, predict the synergy score measuring deviation from expected non-interaction effect.. Dataset: NCI-60 drug combinations with 297,098 pairs across 59 cell lines (1) Drug 2: CCC1(CC2CC(C3=C(CCN(C2)C1)C4=CC=CC=C4N3)(C5=C(C=C6C(=C5)C78CCN9C7C(C=CC9)(C(C(C8N6C)(C(=O)OC)O)OC(=O)C)CC)OC)C(=O)OC)O.OS(=O)(=O)O. Drug 1: C1=CC(=CC=C1CCCC(=O)O)N(CCCl)CCCl. Cell line: NCI/ADR-RES. Synergy scores: CSS=9.14, Synergy_ZIP=-8.03, Synergy_Bliss=-6.36, Synergy_Loewe=-4.23, Synergy_HSA=-5.28. (2) Drug 1: CC1C(C(CC(O1)OC2CC(CC3=C2C(=C4C(=C3O)C(=O)C5=C(C4=O)C(=CC=C5)OC)O)(C(=O)C)O)N)O.Cl. Drug 2: C1CN1P(=S)(N2CC2)N3CC3. Cell line: HCC-2998. Synergy scores: CSS=17.0, Synergy_ZIP=-9.45, Synergy_Bliss=-7.16, Synergy_Loewe=-6.09, Synergy_HSA=-5.19. (3) Drug 1: COC1=CC(=CC(=C1O)OC)C2C3C(COC3=O)C(C4=CC5=C(C=C24)OCO5)OC6C(C(C7C(O6)COC(O7)C8=CC=CS8)O)O. Drug 2: N.N.Cl[Pt+2]Cl. Cell line: DU-145. Synergy scores: CSS=23.8, Synergy_ZIP=5.51, Synergy_Bliss=1.51, Synergy_Loewe=-29.9, Synergy_HSA=2.26. (4) Drug 1: CN(CC1=CN=C2C(=N1)C(=NC(=N2)N)N)C3=CC=C(C=C3)C(=O)NC(CCC(=O)O)C(=O)O. Drug 2: C1=NC2=C(N=C(N=C2N1C3C(C(C(O3)CO)O)F)Cl)N. Cell line: HCC-2998. Synergy scores: CSS=32.0, Synergy_ZIP=-5.27, Synergy_Bliss=-3.61, Synergy_Loewe=-3.33, Synergy_HSA=-1.93. (5) Drug 1: CNC(=O)C1=CC=CC=C1SC2=CC3=C(C=C2)C(=NN3)C=CC4=CC=CC=N4. Drug 2: C(=O)(N)NO. Cell line: SR. Synergy scores: CSS=53.5, Synergy_ZIP=-6.87, Synergy_Bliss=-5.01, Synergy_Loewe=-28.9, Synergy_HSA=-3.32. (6) Drug 1: C(CC(=O)O)C(=O)CN.Cl. Drug 2: CC12CCC3C(C1CCC2OP(=O)(O)O)CCC4=C3C=CC(=C4)OC(=O)N(CCCl)CCCl.[Na+]. Cell line: MALME-3M. Synergy scores: CSS=3.14, Synergy_ZIP=-6.30, Synergy_Bliss=-7.57, Synergy_Loewe=-8.85, Synergy_HSA=-6.74. (7) Drug 1: CCC1=C2CN3C(=CC4=C(C3=O)COC(=O)C4(CC)O)C2=NC5=C1C=C(C=C5)O. Drug 2: CCCCC(=O)OCC(=O)C1(CC(C2=C(C1)C(=C3C(=C2O)C(=O)C4=C(C3=O)C=CC=C4OC)O)OC5CC(C(C(O5)C)O)NC(=O)C(F)(F)F)O. Cell line: BT-549. Synergy scores: CSS=36.8, Synergy_ZIP=-1.77, Synergy_Bliss=-1.41, Synergy_Loewe=-1.10, Synergy_HSA=0.211. (8) Drug 1: CS(=O)(=O)CCNCC1=CC=C(O1)C2=CC3=C(C=C2)N=CN=C3NC4=CC(=C(C=C4)OCC5=CC(=CC=C5)F)Cl. Drug 2: CC1=C(N=C(N=C1N)C(CC(=O)N)NCC(C(=O)N)N)C(=O)NC(C(C2=CN=CN2)OC3C(C(C(C(O3)CO)O)O)OC4C(C(C(C(O4)CO)O)OC(=O)N)O)C(=O)NC(C)C(C(C)C(=O)NC(C(C)O)C(=O)NCCC5=NC(=CS5)C6=NC(=CS6)C(=O)NCCC[S+](C)C)O. Cell line: SK-OV-3. Synergy scores: CSS=15.1, Synergy_ZIP=-4.14, Synergy_Bliss=-2.08, Synergy_Loewe=-1.84, Synergy_HSA=-1.30.